Dataset: Peptide-MHC class II binding affinity with 134,281 pairs from IEDB. Task: Regression. Given a peptide amino acid sequence and an MHC pseudo amino acid sequence, predict their binding affinity value. This is MHC class II binding data. (1) The peptide sequence is EKPGNRNPYENLLYK. The MHC is DRB3_0101 with pseudo-sequence DRB3_0101. The binding affinity (normalized) is 0.0838. (2) The peptide sequence is DFQEFAKLLFTNPVK. The MHC is HLA-DPA10103-DPB10401 with pseudo-sequence HLA-DPA10103-DPB10401. The binding affinity (normalized) is 0.706. (3) The peptide sequence is VSVDCSEYPKPDCTA. The MHC is HLA-DQA10102-DQB10602 with pseudo-sequence HLA-DQA10102-DQB10602. The binding affinity (normalized) is 0.0446. (4) The peptide sequence is LHKLGYILRDISKIPGG. The MHC is DRB1_1302 with pseudo-sequence DRB1_1302. The binding affinity (normalized) is 0.542. (5) The binding affinity (normalized) is 0.327. The peptide sequence is ELLKTVRLIKFLYQSNP. The MHC is DRB1_0701 with pseudo-sequence DRB1_0701.